Dataset: Forward reaction prediction with 1.9M reactions from USPTO patents (1976-2016). Task: Predict the product of the given reaction. (1) Given the reactants [Cl:1][C:2]1[CH:39]=[CH:38][CH:37]=[C:36]([C:40]([F:43])([F:42])[F:41])[C:3]=1[CH2:4][N:5]1[C:13]2[C:8](=[C:9]([F:22])[CH:10]=[C:11]([C:14]([N:16]3[CH2:19][CH:18]([O:20][CH3:21])[CH2:17]3)=[O:15])[CH:12]=2)[C:7]([C:23]2[C:32]([F:33])=[CH:31][C:26]([C:27]([O:29][CH3:30])=[O:28])=[C:25]([O:34]C)[CH:24]=2)=[N:6]1.B(Br)(Br)Br, predict the reaction product. The product is: [Cl:1][C:2]1[CH:39]=[CH:38][CH:37]=[C:36]([C:40]([F:43])([F:41])[F:42])[C:3]=1[CH2:4][N:5]1[C:13]2[C:8](=[C:9]([F:22])[CH:10]=[C:11]([C:14]([N:16]3[CH2:19][CH:18]([O:20][CH3:21])[CH2:17]3)=[O:15])[CH:12]=2)[C:7]([C:23]2[C:32]([F:33])=[CH:31][C:26]([C:27]([O:29][CH3:30])=[O:28])=[C:25]([OH:34])[CH:24]=2)=[N:6]1. (2) Given the reactants [Cl:1][C:2]1[C:3]2[C:10](I)=[CH:9][N:8]([CH2:12][O:13][CH2:14][CH2:15][Si:16]([CH3:19])([CH3:18])[CH3:17])[C:4]=2[N:5]=[CH:6][N:7]=1.[CH3:20][N:21]1[CH:25]=[C:24](B2OC(C)(C)C(C)(C)O2)[CH:23]=[N:22]1.C(=O)([O-])[O-].[K+].[K+], predict the reaction product. The product is: [Cl:1][C:2]1[C:3]2[C:10]([C:24]3[CH:23]=[N:22][N:21]([CH3:20])[CH:25]=3)=[CH:9][N:8]([CH2:12][O:13][CH2:14][CH2:15][Si:16]([CH3:19])([CH3:18])[CH3:17])[C:4]=2[N:5]=[CH:6][N:7]=1. (3) Given the reactants Cl[C:2]1[N:7]=[CH:6][C:5]([CH2:8][C:9]([NH2:11])=[O:10])=[C:4]([NH:12][CH2:13][C:14]2[CH:19]=[C:18]([F:20])[CH:17]=[C:16]([F:21])[CH:15]=2)[CH:3]=1.[C:22]([C:24]1[CH:29]=[CH:28][C:27]([NH2:30])=[C:26]([NH2:31])[CH:25]=1)#[N:23].NC1C=C(C#N)C=CC=1NC1N=CC(CC(N)=O)=C(NCC2C=C(F)C=C(F)C=2)C=1, predict the reaction product. The product is: [NH2:30][C:27]1[CH:28]=[CH:29][C:24]([C:22]#[N:23])=[CH:25][C:26]=1[NH:31][C:2]1[N:7]=[CH:6][C:5]([CH2:8][C:9]([NH2:11])=[O:10])=[C:4]([NH:12][CH2:13][C:14]2[CH:19]=[C:18]([F:20])[CH:17]=[C:16]([F:21])[CH:15]=2)[CH:3]=1.